From a dataset of Forward reaction prediction with 1.9M reactions from USPTO patents (1976-2016). Predict the product of the given reaction. (1) The product is: [NH2:33][C:30]1[CH:31]=[CH:32][C:27]([N:23]2[CH:24]=[CH:25][CH:26]=[C:21]([CH2:20][CH2:19][O:18][Si:1]([C:14]([CH3:15])([CH3:16])[CH3:17])([C:8]3[CH:9]=[CH:10][CH:11]=[CH:12][CH:13]=3)[C:2]3[CH:3]=[CH:4][CH:5]=[CH:6][CH:7]=3)[C:22]2=[O:37])=[C:28]([CH3:36])[CH:29]=1. Given the reactants [Si:1]([O:18][CH2:19][CH2:20][C:21]1[C:22](=[O:37])[N:23]([C:27]2[CH:32]=[CH:31][C:30]([N+:33]([O-])=O)=[CH:29][C:28]=2[CH3:36])[CH:24]=[CH:25][CH:26]=1)([C:14]([CH3:17])([CH3:16])[CH3:15])([C:8]1[CH:13]=[CH:12][CH:11]=[CH:10][CH:9]=1)[C:2]1[CH:7]=[CH:6][CH:5]=[CH:4][CH:3]=1.C([O-])=O.[NH4+], predict the reaction product. (2) Given the reactants [CH3:1][O:2][C:3](=[O:14])[C:4]1[CH:9]=[CH:8][C:7]([CH3:10])=[CH:6][C:5]=1[O:11][CH2:12][CH3:13].[I:15]I, predict the reaction product. The product is: [CH3:1][O:2][C:3](=[O:14])[C:4]1[CH:9]=[C:8]([I:15])[C:7]([CH3:10])=[CH:6][C:5]=1[O:11][CH2:12][CH3:13]. (3) Given the reactants [CH:1]1([CH:7]([NH:20][C:21]2[CH:22]=[CH:23][C:24]([C:27](O)=[O:28])=[N:25][CH:26]=2)[C:8]2[CH:12]=[C:11]([C:13]3[CH:18]=[CH:17][CH:16]=[CH:15][CH:14]=3)[S:10][C:9]=2[CH3:19])[CH2:6][CH2:5][CH2:4][CH2:3][CH2:2]1.Cl.[NH2:31][CH2:32][CH2:33][C:34]([O:36]CC)=[O:35].O.ON1C2C=CC=CC=2N=N1.Cl.C(N=C=NCCCN(C)C)C.[Cl-].[NH4+].[OH-].[Na+], predict the reaction product. The product is: [CH:1]1([CH:7]([NH:20][C:21]2[CH:22]=[CH:23][C:24]([C:27]([NH:31][CH2:32][CH2:33][C:34]([OH:36])=[O:35])=[O:28])=[N:25][CH:26]=2)[C:8]2[CH:12]=[C:11]([C:13]3[CH:18]=[CH:17][CH:16]=[CH:15][CH:14]=3)[S:10][C:9]=2[CH3:19])[CH2:6][CH2:5][CH2:4][CH2:3][CH2:2]1.